Dataset: Full USPTO retrosynthesis dataset with 1.9M reactions from patents (1976-2016). Task: Predict the reactants needed to synthesize the given product. (1) Given the product [Br:1][C:2]1[CH:7]=[CH:6][C:5]([NH:8][C:9]([C:11]2[N:12]([CH2:18][O:19][CH2:20][CH2:21][Si:22]([CH3:24])([CH3:25])[CH3:23])[C:13]([C:43]([OH:44])([CH3:45])[CH3:42])=[C:14]([C:16]#[N:17])[N:15]=2)=[O:10])=[C:4]([C:26]2[CH2:31][CH2:30][CH2:29][CH2:28][CH:27]=2)[CH:3]=1, predict the reactants needed to synthesize it. The reactants are: [Br:1][C:2]1[CH:7]=[CH:6][C:5]([NH:8][C:9]([C:11]2[N:12]([CH2:18][O:19][CH2:20][CH2:21][Si:22]([CH3:25])([CH3:24])[CH3:23])[CH:13]=[C:14]([C:16]#[N:17])[N:15]=2)=[O:10])=[C:4]([C:26]2[CH2:31][CH2:30][CH2:29][CH2:28][CH:27]=2)[CH:3]=1.C([Mg]Cl)(C)C.C([Li])CCC.[CH3:42][C:43]([CH3:45])=[O:44].[NH4+].[Cl-]. (2) Given the product [C:8]([C:4]1[CH:3]=[C:2]([C:26]2[CH:27]=[CH:28][C:23]([CH2:22][OH:21])=[CH:24][CH:25]=2)[CH:7]=[CH:6][CH:5]=1)#[C:9][CH3:10], predict the reactants needed to synthesize it. The reactants are: Br[C:2]1[CH:7]=[CH:6][CH:5]=[C:4]([C:8]#[C:9][CH3:10])[CH:3]=1.BrC1C=C(OCC)C=CC=1.[OH:21][CH2:22][C:23]1[CH:28]=[CH:27][C:26](B(O)O)=[CH:25][CH:24]=1.C(=O)([O-])[O-].[Na+].[Na+]. (3) Given the product [C:24]1([C:23]([C:11]2[C:2]([OH:1])=[CH:3][C:4]3[C:5]([CH3:15])([CH3:14])[CH2:6][CH2:7][C:8]([CH3:13])([CH3:12])[C:9]=3[CH:10]=2)=[O:30])[CH:29]=[CH:28][CH:27]=[CH:26][CH:25]=1, predict the reactants needed to synthesize it. The reactants are: [OH:1][C:2]1[CH:11]=[CH:10][C:9]2[C:8]([CH3:13])([CH3:12])[CH2:7][CH2:6][C:5]([CH3:15])([CH3:14])[C:4]=2[CH:3]=1.ClCCl.[Cl-].[Al+3].[Cl-].[Cl-].[C:23](Cl)(=[O:30])[C:24]1[CH:29]=[CH:28][CH:27]=[CH:26][CH:25]=1. (4) Given the product [CH3:1][O:2][C:3](=[O:16])[C@@H:4]([NH:8][C:9]([O:11][C:12]([CH3:15])([CH3:14])[CH3:13])=[O:10])[CH2:5][CH2:6][N:19]([CH3:20])[CH3:17], predict the reactants needed to synthesize it. The reactants are: [CH3:1][O:2][C:3](=[O:16])[C@@H:4]([NH:8][C:9]([O:11][C:12]([CH3:15])([CH3:14])[CH3:13])=[O:10])[CH2:5][CH2:6]Br.[CH2:17]([N:19](CC)[CH2:20]C)C.CNC.